From a dataset of Catalyst prediction with 721,799 reactions and 888 catalyst types from USPTO. Predict which catalyst facilitates the given reaction. Reactant: C(NC(C)C)(C)C.[Li]CCCC.[Br:13][C:14]1[CH:19]=[CH:18][C:17]([F:20])=[CH:16][CH:15]=1.[CH3:21][CH2:22][O:23]C(C(F)F)=O. Product: [Br:13][C:14]1[CH:19]=[CH:18][C:17]([F:20])=[C:16]([C:22](=[O:23])[CH3:21])[CH:15]=1. The catalyst class is: 1.